From a dataset of Full USPTO retrosynthesis dataset with 1.9M reactions from patents (1976-2016). Predict the reactants needed to synthesize the given product. Given the product [Cl:11][C:10]1[C:5]2[C:4]([NH:20][C:21]3[CH:30]=[CH:29][CH:28]=[CH:27][C:22]=3[C:23]([NH:25][CH3:26])=[O:24])=[N:3][C:2]([NH:35][C:34]3[CH:36]=[C:37]([N+:40]([O-:42])=[O:41])[CH:38]=[CH:39][C:33]=3[O:32][CH3:31])=[N:7][C:6]=2[N:8]([CH2:12][O:13][CH2:14][CH2:15][Si:16]([CH3:19])([CH3:18])[CH3:17])[CH:9]=1, predict the reactants needed to synthesize it. The reactants are: Cl[C:2]1[N:3]=[C:4]([NH:20][C:21]2[CH:30]=[CH:29][CH:28]=[CH:27][C:22]=2[C:23]([NH:25][CH3:26])=[O:24])[C:5]2[C:10]([Cl:11])=[CH:9][N:8]([CH2:12][O:13][CH2:14][CH2:15][Si:16]([CH3:19])([CH3:18])[CH3:17])[C:6]=2[N:7]=1.[CH3:31][O:32][C:33]1[CH:39]=[CH:38][C:37]([N+:40]([O-:42])=[O:41])=[CH:36][C:34]=1[NH2:35].C([O-])([O-])=O.[K+].[K+].